The task is: Binary Classification. Given a miRNA mature sequence and a target amino acid sequence, predict their likelihood of interaction.. This data is from Experimentally validated miRNA-target interactions with 360,000+ pairs, plus equal number of negative samples. The miRNA is cel-miR-82-3p with sequence UGAGAUCAUCGUGAAAGCCAGU. The protein sequence of the target gene is MGAYKYIQELWRKKQSDVMRFLLRVRCWQYRQLSALHRAPRPTRPDKARRLGYKAKQGYVIYRIRVRRGGRKRPVPKGATYGKPVHHGVNQLKFARSLQSVAEERAGRHCGALRVLNSYWVGEDSTYKFFEVILIDPFHKAIRRNPDTQWITKPVHKHREMRGLTSAGRKSRGLGKGHKFHHTIGGSRRAAWRRRNTLQLHRYR. Result: 0 (no interaction).